From a dataset of Forward reaction prediction with 1.9M reactions from USPTO patents (1976-2016). Predict the product of the given reaction. (1) Given the reactants [CH3:1][O:2][C:3](=[O:30])[CH2:4][CH:5]([N:12]1[C:16]2[CH:17]=[CH:18][CH:19]=[C:20]([N:21]3[CH2:26][CH2:25][CH:24]([C:27]([OH:29])=O)[CH2:23][CH2:22]3)[C:15]=2[N:14]=[CH:13]1)[C:6]1[CH:11]=[CH:10][CH:9]=[CH:8][CH:7]=1.C(N(CC)C(C)C)(C)C.CN(C(ON1N=NC2C=CC=CC1=2)=[N+](C)C)C.[B-](F)(F)(F)F.Br.[NH2:63][C:64]1[NH:65][CH2:66][CH2:67][CH2:68][N:69]=1, predict the reaction product. The product is: [C:6]1([CH:5]([N:12]2[C:16]3[CH:17]=[CH:18][CH:19]=[C:20]([N:21]4[CH2:22][CH2:23][CH:24]([C:27]([NH:63][C:64]5[NH:69][CH2:68][CH2:67][CH2:66][N:65]=5)=[O:29])[CH2:25][CH2:26]4)[C:15]=3[N:14]=[CH:13]2)[CH2:4][C:3]([O:2][CH3:1])=[O:30])[CH:11]=[CH:10][CH:9]=[CH:8][CH:7]=1. (2) Given the reactants Cl[C:2]1[N:11]=[C:10]([NH:12][C:13]2[CH:17]=[C:16]([CH3:18])[NH:15][N:14]=2)[C:9]2[C:4](=[CH:5][CH:6]=[CH:7][CH:8]=2)[N:3]=1.[C:19]1([CH3:28])[CH:24]=[CH:23][CH:22]=[C:21](B(O)O)[CH:20]=1.C([O-])([O-])=O.[Na+].[Na+].C(P(C(C)(C)C)C(C)(C)C)(C)(C)C, predict the reaction product. The product is: [CH3:28][C:19]1[CH:20]=[C:21]([C:2]2[N:11]=[C:10]([NH:12][C:13]3[NH:14][N:15]=[C:16]([CH3:18])[CH:17]=3)[C:9]3[C:4](=[CH:5][CH:6]=[CH:7][CH:8]=3)[N:3]=2)[CH:22]=[CH:23][CH:24]=1. (3) The product is: [ClH:30].[CH:1]1([CH2:4][NH:5][C@@H:13]2[CH2:15][C@H:14]2[C:16]2[CH:21]=[CH:20][C:19]([NH:22][C:23]([C:25]3[CH:26]=[N:27][NH:28][CH:29]=3)=[O:24])=[CH:18][CH:17]=2)[CH2:3][CH2:2]1. Given the reactants [CH:1]1([CH2:4][N:5]([C@@H:13]2[CH2:15][C@H:14]2[C:16]2[CH:21]=[CH:20][C:19]([NH:22][C:23]([C:25]3[CH:26]=[N:27][NH:28][CH:29]=3)=[O:24])=[CH:18][CH:17]=2)C(=O)OC(C)(C)C)[CH2:3][CH2:2]1.[ClH:30].COC1CCCC1, predict the reaction product. (4) Given the reactants [Cl:1][C:2]1[C:18]([N+:19]([O-])=O)=[C:17]([F:22])[CH:16]=[CH:15][C:3]=1[C:4]([NH:6][S:7]([N:10]([CH:12]([CH3:14])[CH3:13])[CH3:11])(=[O:9])=[O:8])=[O:5].CO.[H][H], predict the reaction product. The product is: [Cl:1][C:2]1[C:18]([NH2:19])=[C:17]([F:22])[CH:16]=[CH:15][C:3]=1[C:4]([NH:6][S:7]([N:10]([CH:12]([CH3:14])[CH3:13])[CH3:11])(=[O:9])=[O:8])=[O:5]. (5) Given the reactants C[N:2]1[C:10]2[C:5](=C[CH:7]=[CH:8][CH:9]=2)C=[C:3]1[CH3:11].CC([O-])(C)C.[K+].[SiH:18]([CH2:23][CH3:24])([CH2:21][CH3:22])[CH2:19][CH3:20], predict the reaction product. The product is: [CH3:11][C:3]1[CH:7]=[CH:8][CH:9]=[C:10]([CH2:5][Si:18]([CH2:23][CH3:24])([CH2:21][CH3:22])[CH2:19][CH3:20])[N:2]=1. (6) Given the reactants [Cl:1][C:2]1[CH:3]=[CH:4][C:5]2[N:11]3[CH:12]=[CH:13][CH:14]=[C:10]3[CH:9]([CH2:15][C:16](O)=[O:17])[O:8][CH:7]([C:19](=[O:28])[C:20]3[CH:25]=[CH:24][CH:23]=[C:22]([Cl:26])[C:21]=3[Cl:27])[C:6]=2[CH:29]=1.Cl.C(N=C=NCCCN(C)C)C.[NH:42]1[CH2:47][CH2:46][CH:45]([CH2:48][C:49]([O:51][CH2:52][CH3:53])=[O:50])[CH2:44][CH2:43]1.O.ON1C2C=CC=CC=2N=N1, predict the reaction product. The product is: [Cl:1][C:2]1[CH:3]=[CH:4][C:5]2[N:11]3[CH:12]=[CH:13][CH:14]=[C:10]3[CH:9]([CH2:15][C:16]([N:42]3[CH2:47][CH2:46][CH:45]([CH2:48][C:49]([O:51][CH2:52][CH3:53])=[O:50])[CH2:44][CH2:43]3)=[O:17])[O:8][CH:7]([C:19](=[O:28])[C:20]3[CH:25]=[CH:24][CH:23]=[C:22]([Cl:26])[C:21]=3[Cl:27])[C:6]=2[CH:29]=1. (7) The product is: [CH3:21][C:20]1[CH:22]=[CH:23][C:17]([S:14]([O:13][CH:10]2[CH2:11][CH2:12][N:8]([C:6]([O:5][C:1]([CH3:4])([CH3:2])[CH3:3])=[O:7])[CH2:9]2)(=[O:16])=[O:15])=[CH:18][CH:19]=1. Given the reactants [C:1]([O:5][C:6]([N:8]1[CH2:12][CH2:11][CH:10]([OH:13])[CH2:9]1)=[O:7])([CH3:4])([CH3:3])[CH3:2].[S:14](Cl)([C:17]1[CH:23]=[CH:22][C:20]([CH3:21])=[CH:19][CH:18]=1)(=[O:16])=[O:15], predict the reaction product. (8) The product is: [Br:1][C:2]1[CH:3]=[CH:4][C:5]([C:8]2[NH:9][C:10](=[O:17])[C:11]3[N:12]([CH:14]=[CH:15][CH:16]=3)[CH:13]=2)=[CH:6][CH:7]=1. Given the reactants [Br:1][C:2]1[CH:7]=[CH:6][C:5]([C:8]2(O)[CH2:13][N:12]3[CH:14]=[CH:15][CH:16]=[C:11]3[C:10](=[O:17])[NH:9]2)=[CH:4][CH:3]=1.FC(F)(F)C(O)=O, predict the reaction product. (9) Given the reactants C(OC(=O)[NH:7][C@H:8]([C:24]([C:26]1[CH:31]=[CH:30][CH:29]=[CH:28][N:27]=1)=[O:25])[CH2:9][CH2:10][CH2:11][CH2:12][NH:13][C:14]([O:16][CH2:17][C:18]1[CH:23]=[CH:22][CH:21]=[CH:20][CH:19]=1)=[O:15])(C)(C)C.[ClH:33].CC(=O)OCC, predict the reaction product. The product is: [ClH:33].[CH2:17]([O:16][C:14](=[O:15])[NH:13][CH2:12][CH2:11][CH2:10][CH2:9][C@H:8]([NH2:7])[C:24](=[O:25])[C:26]1[CH:31]=[CH:30][CH:29]=[CH:28][N:27]=1)[C:18]1[CH:19]=[CH:20][CH:21]=[CH:22][CH:23]=1. (10) Given the reactants [CH3:1][CH:2]([CH2:16][CH2:17][CH2:18][CH:19]([CH3:31])[CH2:20][CH2:21][CH2:22][CH:23]([CH3:30])[CH2:24][CH2:25][CH2:26][CH:27]([CH3:29])[CH3:28])[CH2:3][CH2:4][CH2:5][C:6]([O:8][CH2:9][C@@H:10]([C@@H:12]([CH2:14][OH:15])[OH:13])[OH:11])=[O:7], predict the reaction product. The product is: [CH3:1][CH:2]([CH2:16][CH2:17][CH2:18][CH:19]([CH3:31])[CH2:20][CH2:21][CH2:22][CH:23]([CH3:30])[CH2:24][CH2:25][CH2:26][CH:27]([CH3:29])[CH3:28])[CH2:3][CH2:4][CH2:5][C:6]([O:8][CH2:9][C@@H:10]([C@@H:12]([CH2:14][OH:15])[OH:13])[OH:11])=[O:7].[OH2:7].